From a dataset of Peptide-MHC class I binding affinity with 185,985 pairs from IEDB/IMGT. Regression. Given a peptide amino acid sequence and an MHC pseudo amino acid sequence, predict their binding affinity value. This is MHC class I binding data. (1) The peptide sequence is MQLPGGWLL. The MHC is HLA-C07:02 with pseudo-sequence HLA-C07:02. The binding affinity (normalized) is 0.252. (2) The peptide sequence is GRFQEALKK. The MHC is HLA-A69:01 with pseudo-sequence HLA-A69:01. The binding affinity (normalized) is 0.0847. (3) The peptide sequence is EMWAQDAA. The MHC is HLA-A23:01 with pseudo-sequence HLA-A23:01. The binding affinity (normalized) is 0. (4) The peptide sequence is YERGNIIIF. The MHC is HLA-B27:05 with pseudo-sequence HLA-B27:05. The binding affinity (normalized) is 0.0847. (5) The peptide sequence is TVLEFILQK. The MHC is HLA-A03:01 with pseudo-sequence HLA-A03:01. The binding affinity (normalized) is 0.543.